From a dataset of Full USPTO retrosynthesis dataset with 1.9M reactions from patents (1976-2016). Predict the reactants needed to synthesize the given product. (1) Given the product [Cl:1][CH2:2][CH2:3][CH2:4]/[C:5](=[N:21]\[S@:19]([C:16]([CH3:18])([CH3:17])[CH3:15])=[O:20])/[C:7]1[CH:12]=[C:11]([F:13])[CH:10]=[CH:9][C:8]=1[F:14], predict the reactants needed to synthesize it. The reactants are: [Cl:1][CH2:2][CH2:3][CH2:4][C:5]([C:7]1[CH:12]=[C:11]([F:13])[CH:10]=[CH:9][C:8]=1[F:14])=O.[CH3:15][C:16]([S@@:19]([NH2:21])=[O:20])([CH3:18])[CH3:17]. (2) Given the product [CH3:1][N:2]([CH3:22])[C:3]1[C:8]([CH3:9])=[CH:7][N:6]=[C:5]([NH:10][C@@H:11]2[CH2:16][CH2:15][C@H:14]([NH:17][C:18](=[O:21])[CH2:19][O:30][C:26]3[CH:27]=[CH:28][CH:29]=[C:24]([F:23])[CH:25]=3)[CH2:13][CH2:12]2)[N:4]=1, predict the reactants needed to synthesize it. The reactants are: [CH3:1][N:2]([CH3:22])[C:3]1[C:8]([CH3:9])=[CH:7][N:6]=[C:5]([NH:10][C@@H:11]2[CH2:16][CH2:15][C@H:14]([NH:17][C:18](=[O:21])[CH2:19]Br)[CH2:13][CH2:12]2)[N:4]=1.[F:23][C:24]1[CH:25]=[C:26]([OH:30])[CH:27]=[CH:28][CH:29]=1.C([O-])([O-])=O.[Cs+].[Cs+]. (3) Given the product [C:1]([O:5][C:6]([NH:8][C:9]1[C:18]2[C:13](=[CH:14][C:15]([O:21][CH3:22])=[C:16]([O:19][CH3:20])[CH:17]=2)[C:12]([I:23])=[CH:11][CH:10]=1)=[O:7])([CH3:4])([CH3:3])[CH3:2], predict the reactants needed to synthesize it. The reactants are: [C:1]([O:5][C:6]([NH:8][C:9]1[C:18]2[C:13](=[CH:14][C:15]([O:21][CH3:22])=[C:16]([O:19][CH3:20])[CH:17]=2)[CH:12]=[CH:11][CH:10]=1)=[O:7])([CH3:4])([CH3:3])[CH3:2].[I:23]CCI.[NH4+].[Cl-]. (4) Given the product [Cl:12][C:7]1[CH:8]=[CH:9][CH:10]=[CH:11][C:6]=1[C@@H:2]1[NH:1][C:15](=[O:14])[C@H:16]([CH2:18][CH:19]([CH3:21])[CH3:20])[NH:17][CH2:3]1, predict the reactants needed to synthesize it. The reactants are: [NH2:1][C@@H:2]([C:6]1[CH:11]=[CH:10][CH:9]=[CH:8][C:7]=1[Cl:12])[C:3](O)=O.C[O:14][C:15](=O)[C@H:16]([CH2:18][CH:19]([CH3:21])[CH3:20])[NH2:17].C([C@@H]1NC[C@H](CC(C)C)NC1=O)C(C)C. (5) Given the product [F:19][C:20]1[CH:25]=[CH:24][C:23]([C:2]2[CH:3]=[N:4][C:5]3[N:6]([CH:8]=[C:9]([CH2:11][O:12][C:13]4[CH:18]=[CH:17][CH:16]=[CH:15][N:14]=4)[N:10]=3)[CH:7]=2)=[C:22]([CH3:29])[CH:21]=1, predict the reactants needed to synthesize it. The reactants are: Br[C:2]1[CH:3]=[N:4][C:5]2[N:6]([CH:8]=[C:9]([CH2:11][O:12][C:13]3[CH:18]=[CH:17][CH:16]=[CH:15][N:14]=3)[N:10]=2)[CH:7]=1.[F:19][C:20]1[CH:25]=[CH:24][C:23](B(O)O)=[C:22]([CH3:29])[CH:21]=1. (6) Given the product [CH3:31][O:30][C:29]1[CH:28]=[CH:27][N:26]=[C:25]2[CH:32]=[CH:33][NH:23][C:24]=12, predict the reactants needed to synthesize it. The reactants are: CCCC[N+](CCCC)(CCCC)CCCC.[F-].C(OC(=O)[NH:23][C:24]1[C:25]([C:32]#[C:33][Si](C)(C)C)=[N:26][CH:27]=[CH:28][C:29]=1[O:30][CH3:31])C. (7) Given the product [CH3:21][S:22]([O:8][CH:7]([CH:1]1[CH2:2][CH2:3][CH2:4][CH2:5][CH2:6]1)[C:9]1[CH:13]=[CH:12][S:11][CH:10]=1)(=[O:24])=[O:23], predict the reactants needed to synthesize it. The reactants are: [CH:1]1([CH:7]([C:9]2[CH:13]=[CH:12][S:11][CH:10]=2)[OH:8])[CH2:6][CH2:5][CH2:4][CH2:3][CH2:2]1.CCN(CC)CC.[CH3:21][S:22](Cl)(=[O:24])=[O:23]. (8) Given the product [NH2:27][C:25]1[N:24]([C:28]2[CH:33]=[CH:32][CH:31]=[CH:30][N:29]=2)[N:23]=[C:22]([NH:21][C:18]2[CH:19]=[CH:20][C:15]([C:14]([N:11]3[CH2:10][CH2:9][NH:8][CH2:13][CH2:12]3)=[O:34])=[CH:16][CH:17]=2)[N:26]=1, predict the reactants needed to synthesize it. The reactants are: C(OC([N:8]1[CH2:13][CH2:12][N:11]([C:14](=[O:34])[C:15]2[CH:20]=[CH:19][C:18]([NH:21][C:22]3[N:26]=[C:25]([NH2:27])[N:24]([C:28]4[CH:33]=[CH:32][CH:31]=[CH:30][N:29]=4)[N:23]=3)=[CH:17][CH:16]=2)[CH2:10][CH2:9]1)=O)(C)(C)C.FC(F)(F)C(O)=O. (9) Given the product [Cl:15][C:16]1[CH:21]=[C:20]([O:1][C:2]2[CH:3]=[C:4]3[C:9](=[CH:10][CH:11]=2)[C:8]([C:12]([OH:14])=[O:13])=[CH:7][CH:6]=[CH:5]3)[CH:19]=[CH:18][N:17]=1, predict the reactants needed to synthesize it. The reactants are: [OH:1][C:2]1[CH:3]=[C:4]2[C:9](=[CH:10][CH:11]=1)[C:8]([C:12]([OH:14])=[O:13])=[CH:7][CH:6]=[CH:5]2.[Cl:15][C:16]1[CH:21]=[C:20](Cl)[CH:19]=[CH:18][N:17]=1.C(=O)([O-])[O-].[Cs+].[Cs+].O.